Task: Predict the reaction yield, written as a fraction of the theoretical maximum amount of product (1.0 means a 100% yield; for example, 0.34 means a 34% yield).. Dataset: Reaction yield outcomes from USPTO patents with 853,638 reactions (1) The reactants are [C:1]([O:5][C:6]([N:8]1[CH2:12][C:11](=O)[CH2:10][C@H:9]1[C:14]([OH:16])=[O:15])=[O:7])([CH3:4])([CH3:3])[CH3:2].Cl.[CH2:18]([O:20][NH2:21])[CH3:19].N1C=CC=CC=1. The catalyst is C(O)C. The product is [C:1]([O:5][C:6]([N:8]1[CH2:12][C:11](=[N:21][O:20][CH2:18][CH3:19])[CH2:10][C@H:9]1[C:14]([OH:16])=[O:15])=[O:7])([CH3:4])([CH3:3])[CH3:2]. The yield is 0.930. (2) The reactants are [OH:1][C:2]1[CH:11]=[C:10]([NH:12][C:13]([C:15]2[O:16][C:17]([CH:23]([CH3:25])[CH3:24])=[C:18]([CH:20]([CH3:22])[CH3:21])[CH:19]=2)=[O:14])[CH:9]=[CH:8][C:3]=1[C:4]([O:6]C)=[O:5]. The catalyst is [OH-].[Na+]. The product is [OH:1][C:2]1[CH:11]=[C:10]([NH:12][C:13]([C:15]2[O:16][C:17]([CH:23]([CH3:25])[CH3:24])=[C:18]([CH:20]([CH3:21])[CH3:22])[CH:19]=2)=[O:14])[CH:9]=[CH:8][C:3]=1[C:4]([OH:6])=[O:5]. The yield is 0.780. (3) The reactants are Cl.Cl.[NH2:3][C:4]1[C:13]2[N:14]=[C:15]([CH2:25][O:26][CH2:27][CH3:28])[N:16]([CH2:17][C:18]3([OH:24])[CH2:23][CH2:22][NH:21][CH2:20][CH2:19]3)[C:12]=2[C:11]2[CH:10]=[CH:9][CH:8]=[CH:7][C:6]=2[N:5]=1.C(Cl)(Cl)Cl.C(N(CC)CC)C.[CH3:40][S:41](Cl)(=[O:43])=[O:42]. The catalyst is CN(C)C=O.N1C=CC=CC=1. The product is [NH2:3][C:4]1[C:13]2[N:14]=[C:15]([CH2:25][O:26][CH2:27][CH3:28])[N:16]([CH2:17][C:18]3([OH:24])[CH2:19][CH2:20][N:21]([S:41]([CH3:40])(=[O:43])=[O:42])[CH2:22][CH2:23]3)[C:12]=2[C:11]2[CH:10]=[CH:9][CH:8]=[CH:7][C:6]=2[N:5]=1. The yield is 0.360. (4) The reactants are [CH2:1]([NH:8][C:9]1[N:14]2[N:15]=[CH:16][C:17]([C:18](O)=[O:19])=[C:13]2[N:12]=[CH:11][C:10]=1[C:21]([N:23]1[CH2:28][CH2:27][C:26]2([C:36]3[C:31](=[CH:32][CH:33]=[CH:34][CH:35]=3)[C:30]([CH3:37])=[CH:29]2)[CH2:25][CH2:24]1)=[O:22])[C:2]1[CH:7]=[CH:6][CH:5]=[CH:4][CH:3]=1.[CH3:38][S:39]([NH2:42])(=[O:41])=[O:40]. No catalyst specified. The product is [CH2:1]([NH:8][C:9]1[N:14]2[N:15]=[CH:16][C:17]([C:18]([NH:42][S:39]([CH3:38])(=[O:41])=[O:40])=[O:19])=[C:13]2[N:12]=[CH:11][C:10]=1[C:21]([N:23]1[CH2:24][CH2:25][C:26]2([C:36]3[C:31](=[CH:32][CH:33]=[CH:34][CH:35]=3)[C:30]([CH3:37])=[CH:29]2)[CH2:27][CH2:28]1)=[O:22])[C:2]1[CH:3]=[CH:4][CH:5]=[CH:6][CH:7]=1. The yield is 0.640. (5) The reactants are [C:1]([CH:5]1[CH2:14][CH2:13][C:12]2[N:11]=[C:10]3[S:15][C:16]([C:18]4[NH:22][C:21]([CH2:23]O)=[CH:20][N:19]=4)=[CH:17][C:9]3=[CH:8][C:7]=2[CH2:6]1)([CH3:4])([CH3:3])[CH3:2].[N-:25]=[N+]=[N-].[Na+].CN(C=O)C. The catalyst is S(Cl)(Cl)=O.O. The product is [C:1]([CH:5]1[CH2:14][CH2:13][C:12]2[N:11]=[C:10]3[S:15][C:16]([C:18]4[NH:22][C:21]([CH2:23][NH2:25])=[CH:20][N:19]=4)=[CH:17][C:9]3=[CH:8][C:7]=2[CH2:6]1)([CH3:4])([CH3:3])[CH3:2]. The yield is 0.470. (6) The reactants are Cl[C:2]1[CH:3]=[CH:4][C:5]2[CH2:11][CH2:10][C:9]3[CH:12]=[CH:13][CH:14]=[CH:15][C:8]=3[N:7]([CH2:16][CH2:17][CH2:18][NH:19][S:20]([C:23]3[CH:28]=[CH:27][C:26]([C:29]([F:32])([F:31])[F:30])=[CH:25][CH:24]=3)(=[O:22])=[O:21])[C:6]=2[CH:33]=1.[C:34](=[O:41])([O:36][C:37]([CH3:40])([CH3:39])[CH3:38])[NH2:35].C(=O)([O-])[O-].[Cs+].[Cs+]. The catalyst is O1CCOCC1.C([O-])(=O)C.[Pd+2].C([O-])(=O)C.CC(C1C=C(C(C)C)C(C2C=CC=CC=2P(C2CCCCC2)C2CCCCC2)=C(C(C)C)C=1)C. The product is [F:32][C:29]([F:31])([F:30])[C:26]1[CH:25]=[CH:24][C:23]([S:20]([NH:19][CH2:18][CH2:17][CH2:16][N:7]2[C:8]3[CH:15]=[CH:14][CH:13]=[CH:12][C:9]=3[CH2:10][CH2:11][C:5]3[CH:4]=[CH:3][C:2]([NH:35][C:34](=[O:41])[O:36][C:37]([CH3:40])([CH3:39])[CH3:38])=[CH:33][C:6]2=3)(=[O:22])=[O:21])=[CH:28][CH:27]=1. The yield is 0.990. (7) The reactants are [C:1]([O:5][C:6]([NH:8][C@@H:9]([C:11]1[CH:20]=[CH:19][C:18]2[C:13](=[CH:14][C:15](/[CH:21]=[CH:22]/[C:23]3([C:29]([OH:31])=[O:30])[CH2:28][O:27][CH2:26][CH2:25][O:24]3)=[CH:16][CH:17]=2)[N:12]=1)[CH3:10])=[O:7])([CH3:4])([CH3:3])[CH3:2].[Cl:32][C:33]([Cl:57])([Cl:56])[CH2:34][O:35][C:36]([C@@H:38]1[CH2:43][CH2:42][CH2:41][N:40]([C:44](=[O:55])[C@@H:45]([NH:47][C:48](=[O:54])[C@@H:49](O)[CH:50]([CH3:52])[CH3:51])[CH3:46])[NH:39]1)=[O:37].C(N(CC)C(C)C)(C)C.CC1C=CC=C([N+]([O-])=O)C=1C(OC(=O)C1C([N+]([O-])=O)=CC=CC=1C)=O. The catalyst is CN(C)C1C=CN=CC=1.ClCCl. The product is [Cl:56][C:33]([Cl:32])([Cl:57])[CH2:34][O:35][C:36]([C@@H:38]1[CH2:43][CH2:42][CH2:41][N:40]([C:44](=[O:55])[C@@H:45]([NH:47][C:48](=[O:54])[C@@H:49]([O:30][C:29]([C:23]2(/[CH:22]=[CH:21]/[C:15]3[CH:14]=[C:13]4[C:18]([CH:19]=[CH:20][C:11]([C@H:9]([NH:8][C:6]([O:5][C:1]([CH3:2])([CH3:3])[CH3:4])=[O:7])[CH3:10])=[N:12]4)=[CH:17][CH:16]=3)[CH2:28][O:27][CH2:26][CH2:25][O:24]2)=[O:31])[CH:50]([CH3:51])[CH3:52])[CH3:46])[NH:39]1)=[O:37]. The yield is 0.550. (8) The reactants are [CH3:1][O:2][C:3]1[CH:9]=[CH:8][C:6]([NH2:7])=[CH:5][CH:4]=1.C([O:12][CH:13]=[C:14]([C:20](OCC)=O)[C:15]([O:17][CH2:18][CH3:19])=[O:16])C.C(O)C. The catalyst is C1C=CC(C2C=CC=CC=2)=CC=1.C1C=CC(OC2C=CC=CC=2)=CC=1. The product is [CH2:18]([O:17][C:15]([C:14]1[CH:20]=[N:7][C:6]2[C:8]([C:13]=1[OH:12])=[CH:9][C:3]([O:2][CH3:1])=[CH:4][CH:5]=2)=[O:16])[CH3:19]. The yield is 0.780. (9) The reactants are Br[C:2]1[S:3][C:4]([NH:11][C:12]([O:14][C:15]([CH3:18])([CH3:17])[CH3:16])=[O:13])=[C:5]([C:7]([O:9][CH3:10])=[O:8])[N:6]=1.[F:19][C:20]1[CH:25]=[CH:24][CH:23]=[C:22]([F:26])[C:21]=1B1OC(C)(C)C(C)(C)O1.CCN(C(C)C)C(C)C. The catalyst is CC(C)([P](C(C)(C)C)([Pd][P](C(C)(C)C)(C(C)(C)C)C(C)(C)C)C(C)(C)C)C. The product is [C:15]([O:14][C:12]([NH:11][C:4]1[S:3][C:2]([C:21]2[C:20]([F:19])=[CH:25][CH:24]=[CH:23][C:22]=2[F:26])=[N:6][C:5]=1[C:7]([O:9][CH3:10])=[O:8])=[O:13])([CH3:18])([CH3:17])[CH3:16]. The yield is 0.930. (10) The reactants are [ClH:1].[CH2:2]([C:5]1[N:6]=[C:7]([NH2:10])[NH:8][CH:9]=1)[C:3]#[CH:4].[N:11]([CH2:14][CH2:15][C:16]1[CH:20]=[CH:19][S:18][CH:17]=1)=[N+:12]=[N-:13]. No catalyst specified. The product is [ClH:1].[S:18]1[CH:19]=[CH:20][C:16]([CH2:15][CH2:14][N:11]2[CH:4]=[C:3]([CH2:2][C:5]3[N:6]=[C:7]([NH2:10])[NH:8][CH:9]=3)[N:13]=[N:12]2)=[CH:17]1. The yield is 0.600.